From a dataset of Forward reaction prediction with 1.9M reactions from USPTO patents (1976-2016). Predict the product of the given reaction. (1) Given the reactants [CH3:1][C:2]1[C:11]([OH:12])=[CH:10][CH:9]=[C:8]2[C:3]=1[CH2:4][CH2:5][NH:6][CH2:7]2.C(N(CC)CC)C.[CH3:20][C:21]([O:24][C:25](O[C:25]([O:24][C:21]([CH3:23])([CH3:22])[CH3:20])=[O:26])=[O:26])([CH3:23])[CH3:22], predict the reaction product. The product is: [OH:12][C:11]1[C:2]([CH3:1])=[C:3]2[C:8](=[CH:9][CH:10]=1)[CH2:7][N:6]([C:25]([O:24][C:21]([CH3:23])([CH3:22])[CH3:20])=[O:26])[CH2:5][CH2:4]2. (2) Given the reactants OO.[ClH:3].[CH2:4]([N:7]1[C:11]2=[C:12]([N:16]3[CH2:25][CH2:24][C:23]4[C:18](=[CH:19][CH:20]=[CH:21][CH:22]=4)[CH2:17]3)[N:13]=[CH:14][CH:15]=[C:10]2[C:9]([S:26][CH3:27])=[C:8]1[CH3:28])[CH:5]=[CH2:6].S([O-])([O-])(=[O:31])=S.[Na+].[Na+].C(=O)([O-])[O-].[K+].[K+], predict the reaction product. The product is: [ClH:3].[CH2:4]([N:7]1[C:11]2=[C:12]([N:16]3[CH2:25][CH2:24][C:23]4[C:18](=[CH:19][CH:20]=[CH:21][CH:22]=4)[CH2:17]3)[N:13]=[CH:14][CH:15]=[C:10]2[C:9]([S:26]([CH3:27])=[O:31])=[C:8]1[CH3:28])[CH:5]=[CH2:6]. (3) Given the reactants C([O-])=O.[NH4+].[F:5][C:6]([F:27])([F:26])[C:7]([N:9]1[CH2:14][CH2:13][CH2:12][C@H:11]([O:15][C:16]2[CH:21]=[C:20]([CH3:22])[CH:19]=[CH:18][C:17]=2[N+:23]([O-])=O)[CH2:10]1)=[O:8], predict the reaction product. The product is: [NH2:23][C:17]1[CH:18]=[CH:19][C:20]([CH3:22])=[CH:21][C:16]=1[O:15][C@H:11]1[CH2:12][CH2:13][CH2:14][N:9]([C:7](=[O:8])[C:6]([F:27])([F:5])[F:26])[CH2:10]1.